From a dataset of NCI-60 drug combinations with 297,098 pairs across 59 cell lines. Regression. Given two drug SMILES strings and cell line genomic features, predict the synergy score measuring deviation from expected non-interaction effect. (1) Drug 1: C1C(C(OC1N2C=C(C(=O)NC2=O)F)CO)O. Drug 2: CC1=C(C(CCC1)(C)C)C=CC(=CC=CC(=CC(=O)O)C)C. Cell line: HL-60(TB). Synergy scores: CSS=29.7, Synergy_ZIP=6.59, Synergy_Bliss=13.8, Synergy_Loewe=3.97, Synergy_HSA=4.18. (2) Synergy scores: CSS=2.38, Synergy_ZIP=1.38, Synergy_Bliss=4.72, Synergy_Loewe=-1.22, Synergy_HSA=-0.367. Cell line: SN12C. Drug 2: CC12CCC3C(C1CCC2O)C(CC4=C3C=CC(=C4)O)CCCCCCCCCS(=O)CCCC(C(F)(F)F)(F)F. Drug 1: C(=O)(N)NO.